Dataset: Experimentally validated miRNA-target interactions with 360,000+ pairs, plus equal number of negative samples. Task: Binary Classification. Given a miRNA mature sequence and a target amino acid sequence, predict their likelihood of interaction. The miRNA is cel-miR-83-3p with sequence UAGCACCAUAUAAAUUCAGUAA. The protein sequence of the target gene is MASLLPLLCLCVVAAHLAGARDATPTEEPMATALGLERRSVYTGQPSPALEDWEEASEWTSWFNVDHPGGDGDFESLAAIRFYYGPARVCPRPLALEARTTDWALPSAVGERVHLNPTRGFWCLNREQPRGRRCSNYHVRFRCPLEASWGAWGPWGPCSGSCGPGRRLRRRHCPSPAGDACPGRPLEAQKCVRPRCPGCSLDTCECPDHILLGSVVTPSGQPLLGARVSLRDQPGTVATSDAHGTFRVPGVCADSRANIRAQMDGFSAGEAQAQANGSISVVTIILDKLEKPYLVKHPES.... Result: 0 (no interaction).